Dataset: Forward reaction prediction with 1.9M reactions from USPTO patents (1976-2016). Task: Predict the product of the given reaction. (1) Given the reactants O=[C:2]([CH:8]1[C:17](=O)[C:13]2[S:14][CH:15]=[CH:16][C:12]=2[CH2:11][CH2:10][CH2:9]1)[C:3]([O:5][CH2:6][CH3:7])=[O:4].Cl.[Cl:20][C:21]1[CH:26]=[C:25]([Cl:27])[CH:24]=[CH:23][C:22]=1[NH:28][NH2:29], predict the reaction product. The product is: [Cl:20][C:21]1[CH:26]=[C:25]([Cl:27])[CH:24]=[CH:23][C:22]=1[N:28]1[C:17]2[C:13]3[S:14][CH:15]=[CH:16][C:12]=3[CH2:11][CH2:10][CH2:9][C:8]=2[C:2]([C:3]([O:5][CH2:6][CH3:7])=[O:4])=[N:29]1. (2) The product is: [N+:7]([C:6]1[CH:5]=[CH:4][C:3]([OH:21])=[CH:2][CH:1]=1)([O-:9])=[O:8]. Given the reactants [CH:1]1[C:6]([N+:7]([O-:9])=[O:8])=[CH:5][CH:4]=[C:3]([Cl-]C([O-])=O)[CH:2]=1.C([O:21]C1C=CC(CO)=CC=1)C1C=CC=CC=1.CN1CCOCC1, predict the reaction product. (3) Given the reactants I[C:2]1[S:6][C:5]([NH2:7])=[N:4][C:3]=1[C:8]1[CH:13]=[CH:12][CH:11]=[CH:10][CH:9]=1.C(N(CC)CC)C.[C:21]([Si:23]([CH3:26])([CH3:25])[CH3:24])#[CH:22].[NH4+].[Cl-], predict the reaction product. The product is: [C:8]1([C:3]2[N:4]=[C:5]([NH2:7])[S:6][C:2]=2[C:22]#[C:21][Si:23]([CH3:26])([CH3:25])[CH3:24])[CH:13]=[CH:12][CH:11]=[CH:10][CH:9]=1. (4) Given the reactants [C:1](N1C=CN=C1)(=[O:3])[CH3:2].[F:9][C:10]([F:32])([F:31])[O:11][C:12]1[CH:17]=[CH:16][C:15]([N:18]2[C:22]3[CH:23]=[C:24]([C:27]([NH:29][NH2:30])=[O:28])[CH:25]=[CH:26][C:21]=3[N:20]=[CH:19]2)=[CH:14][CH:13]=1, predict the reaction product. The product is: [C:1]([NH:30][NH:29][C:27]([C:24]1[CH:25]=[CH:26][C:21]2[N:20]=[CH:19][N:18]([C:15]3[CH:14]=[CH:13][C:12]([O:11][C:10]([F:9])([F:31])[F:32])=[CH:17][CH:16]=3)[C:22]=2[CH:23]=1)=[O:28])(=[O:3])[CH3:2]. (5) Given the reactants [Cl:1][C:2]1[C:10]([Cl:11])=[CH:9][CH:8]=[CH:7][C:3]=1[C:4]([OH:6])=O.[F:12][C:13]1([F:28])[CH2:18][CH2:17][C:16]([CH2:26][NH2:27])([C:19]2[CH:20]=[N:21][C:22]([CH3:25])=[CH:23][CH:24]=2)[CH2:15][CH2:14]1, predict the reaction product. The product is: [Cl:1][C:2]1[C:10]([Cl:11])=[CH:9][CH:8]=[CH:7][C:3]=1[C:4]([NH:27][CH2:26][C:16]1([C:19]2[CH:20]=[N:21][C:22]([CH3:25])=[CH:23][CH:24]=2)[CH2:17][CH2:18][C:13]([F:12])([F:28])[CH2:14][CH2:15]1)=[O:6]. (6) Given the reactants CN(C(ON1N=NC2C=CC=NC1=2)=[N+](C)C)C.F[P-](F)(F)(F)(F)F.[CH3:25][C:26]1[CH:27]=[C:28]([N:33]2[CH2:38][CH2:37][NH:36][CH2:35][CH2:34]2)[CH:29]=[CH:30][C:31]=1[CH3:32].[Cl:39][C:40]1[C:41]([C:50]([F:53])([F:52])[F:51])=[N:42][N:43]([CH2:46][C:47](O)=[O:48])[C:44]=1[CH3:45], predict the reaction product. The product is: [Cl:39][C:40]1[C:41]([C:50]([F:52])([F:51])[F:53])=[N:42][N:43]([CH2:46][C:47]([N:36]2[CH2:35][CH2:34][N:33]([C:28]3[CH:29]=[CH:30][C:31]([CH3:32])=[C:26]([CH3:25])[CH:27]=3)[CH2:38][CH2:37]2)=[O:48])[C:44]=1[CH3:45].